This data is from Catalyst prediction with 721,799 reactions and 888 catalyst types from USPTO. The task is: Predict which catalyst facilitates the given reaction. Reactant: C([O:8][C:9](=[O:22])[C@H:10]([CH3:21])[NH:11][C@H:12]([C:16]([O:18][CH2:19][CH3:20])=[O:17])[CH2:13][CH2:14][CH3:15])C1C=CC=CC=1.C.[H][H]. Product: [CH2:19]([O:18][C:16]([C@@H:12]([NH:11][C@H:10]([C:9]([OH:22])=[O:8])[CH3:21])[CH2:13][CH2:14][CH3:15])=[O:17])[CH3:20]. The catalyst class is: 8.